Dataset: Forward reaction prediction with 1.9M reactions from USPTO patents (1976-2016). Task: Predict the product of the given reaction. Given the reactants [CH2:1]([O:3][C:4]([C:6]1[S:7][C:8]([CH2:25][CH3:26])=[C:9](C#N)[C:10]=1[C:11]1[CH:16]=[CH:15][C:14]([C:17]2[S:18][CH:19]=[CH:20][C:21]=2N)=[CH:13][CH:12]=1)=[O:5])[CH3:2].[CH2:27]=O.[C:29]([BH3-])#[N:30].[Na+].C(O)(=O)C.[C:37](#[N:39])C, predict the reaction product. The product is: [CH2:1]([O:3][C:4]([C:6]1[S:7][C:8]([CH2:25][CH3:26])=[C:9]([C:29]#[N:30])[C:10]=1[C:11]1[CH:16]=[CH:15][C:14]([C:17]2[S:18][CH:19]=[CH:20][C:21]=2[N:39]([CH3:37])[CH3:27])=[CH:13][CH:12]=1)=[O:5])[CH3:2].